The task is: Predict the product of the given reaction.. This data is from Forward reaction prediction with 1.9M reactions from USPTO patents (1976-2016). (1) Given the reactants [NH2:1][C:2]1[N:3]=[C:4]([NH:17][CH:18]2[CH2:23][CH2:22][N:21]([S:24]([C:27]3[CH:32]=[CH:31][C:30](F)=[CH:29][CH:28]=3)(=[O:26])=[O:25])[CH2:20][CH2:19]2)[S:5][C:6]=1[C:7]([C:9]1[C:14]([F:15])=[CH:13][CH:12]=[CH:11][C:10]=1[F:16])=[O:8].[NH:34]1[CH:38]=[CH:37][N:36]=[CH:35]1.[H-].[Na+], predict the reaction product. The product is: [NH2:1][C:2]1[N:3]=[C:4]([NH:17][CH:18]2[CH2:19][CH2:20][N:21]([S:24]([C:27]3[CH:28]=[CH:29][C:30]([N:34]4[CH:38]=[CH:37][N:36]=[CH:35]4)=[CH:31][CH:32]=3)(=[O:25])=[O:26])[CH2:22][CH2:23]2)[S:5][C:6]=1[C:7]([C:9]1[C:14]([F:15])=[CH:13][CH:12]=[CH:11][C:10]=1[F:16])=[O:8]. (2) Given the reactants [CH2:1]([C:8]1[CH:9]=[N:10][C:11]2[C:16]([C:17]=1[C:18]1[CH:19]=[C:20]([NH2:24])[CH:21]=[CH:22][CH:23]=1)=[CH:15][CH:14]=[CH:13][C:12]=2[C:25]([F:28])([F:27])[F:26])[C:2]1[CH:7]=[CH:6][CH:5]=[CH:4][CH:3]=1.[Br:29][C:30]1[C:34]([CH3:35])=[C:33]([I:36])[S:32][C:31]=1[CH:37]=O, predict the reaction product. The product is: [CH2:1]([C:8]1[CH:9]=[N:10][C:11]2[C:16]([C:17]=1[C:18]1[CH:19]=[C:20]([NH:24][CH2:37][C:31]3[S:32][C:33]([I:36])=[C:34]([CH3:35])[C:30]=3[Br:29])[CH:21]=[CH:22][CH:23]=1)=[CH:15][CH:14]=[CH:13][C:12]=2[C:25]([F:28])([F:26])[F:27])[C:2]1[CH:3]=[CH:4][CH:5]=[CH:6][CH:7]=1. (3) The product is: [Cl:20][C:19]1[C:14]([NH:13][C:7]2[C:8]([CH3:12])=[CH:9][CH:10]=[CH:11][C:6]=2[C:5]([NH:4][CH2:3][C:1]#[N:2])=[O:22])=[N:15][C:16]([NH:23][C:24]2[CH:37]=[CH:36][C:27]3[NH:28][C:29](=[O:35])[CH2:30][CH2:31][C:32]([CH3:34])([CH3:33])[C:26]=3[CH:25]=2)=[N:17][CH:18]=1. Given the reactants [C:1]([CH2:3][NH:4][C:5](=[O:22])[C:6]1[CH:11]=[CH:10][CH:9]=[C:8]([CH3:12])[C:7]=1[NH:13][C:14]1[C:19]([Cl:20])=[CH:18][N:17]=[C:16](Cl)[N:15]=1)#[N:2].[NH2:23][C:24]1[CH:37]=[CH:36][C:27]2[NH:28][C:29](=[O:35])[CH2:30][CH2:31][C:32]([CH3:34])([CH3:33])[C:26]=2[CH:25]=1.C12(CS(O)(=O)=O)C(C)(C)C(CC1)CC2=O.C(O)(C)C, predict the reaction product. (4) Given the reactants [CH3:1][C:2](=[N:5][OH:6])[CH2:3][CH3:4].[CH:7]1([N:13]=[C:14]=[N:15][CH:16]2[CH2:21][CH2:20][CH2:19][CH2:18][CH2:17]2)[CH2:12][CH2:11][CH2:10][CH2:9][CH2:8]1, predict the reaction product. The product is: [CH:16]1([NH:15][C:14](=[N:13][CH:7]2[CH2:12][CH2:11][CH2:10][CH2:9][CH2:8]2)[O:6][N:5]=[C:2]([CH2:3][CH3:4])[CH3:1])[CH2:17][CH2:18][CH2:19][CH2:20][CH2:21]1. (5) Given the reactants C1COCC1.C(O)C.C[O:10][C:11](=O)[C:12]1[CH:17]=[C:16]([C:18]([F:21])([F:20])[F:19])[CH:15]=[C:14]([NH:22][C:23](=[O:32])[CH2:24][S:25][C:26]2[CH:31]=[CH:30][CH:29]=[CH:28][CH:27]=2)[CH:13]=1.[BH4-].[Na+], predict the reaction product. The product is: [OH:10][CH2:11][C:12]1[CH:13]=[C:14]([NH:22][C:23](=[O:32])[CH2:24][S:25][C:26]2[CH:31]=[CH:30][CH:29]=[CH:28][CH:27]=2)[CH:15]=[C:16]([C:18]([F:21])([F:20])[F:19])[CH:17]=1. (6) Given the reactants [I:1][C:2]1[CH:7]=[CH:6][C:5]([OH:8])=[CH:4][CH:3]=1.C([O-])([O-])=O.[K+].[K+].[Br:15][CH2:16][CH2:17]Br.O, predict the reaction product. The product is: [Br:15][CH2:16][CH2:17][O:8][C:5]1[CH:6]=[CH:7][C:2]([I:1])=[CH:3][CH:4]=1.